This data is from Forward reaction prediction with 1.9M reactions from USPTO patents (1976-2016). The task is: Predict the product of the given reaction. Given the reactants CON(C)[C:4]([C:6]1([CH3:19])[CH2:11][CH2:10][N:9]([C:12]([O:14][C:15]([CH3:18])([CH3:17])[CH3:16])=[O:13])[CH2:8][CH2:7]1)=[O:5].[CH3:21][Mg+].[Br-], predict the reaction product. The product is: [C:4]([C:6]1([CH3:19])[CH2:7][CH2:8][N:9]([C:12]([O:14][C:15]([CH3:16])([CH3:17])[CH3:18])=[O:13])[CH2:10][CH2:11]1)(=[O:5])[CH3:21].